Dataset: Forward reaction prediction with 1.9M reactions from USPTO patents (1976-2016). Task: Predict the product of the given reaction. (1) Given the reactants [F:1][C:2]([F:7])([F:6])[C:3]([OH:5])=[O:4].[Cl:8][C:9]1[CH:10]=[C:11]([CH:16]2[C:25]3[C:20](=[CH:21][C:22]([C:27]4[N:28]=[N:29][C:30]([O:33]C)=[CH:31][CH:32]=4)=[C:23]([F:26])[CH:24]=3)[CH2:19][NH:18][CH2:17]2)[CH:12]=[CH:13][C:14]=1[Cl:15].Br, predict the reaction product. The product is: [F:1][C:2]([F:7])([F:6])[C:3]([OH:5])=[O:4].[Cl:8][C:9]1[CH:10]=[C:11]([CH:16]2[C:25]3[C:20](=[CH:21][C:22]([C:27]4[CH:32]=[CH:31][C:30](=[O:33])[NH:29][N:28]=4)=[C:23]([F:26])[CH:24]=3)[CH2:19][NH:18][CH2:17]2)[CH:12]=[CH:13][C:14]=1[Cl:15]. (2) Given the reactants [CH:1]1([CH2:6][C@H:7]([N:11]2[CH2:19][C:18]3[C:13](=[CH:14][CH:15]=[CH:16][C:17]=3[C:20]([F:23])([F:22])[F:21])[C:12]2=[O:24])[C:8](O)=[O:9])[CH2:5][CH2:4][CH2:3][CH2:2]1.C(Cl)(=O)C(Cl)=O.[C:31]([O:35][C:36](=[O:45])[CH2:37][CH2:38][N:39]1[CH:43]=[CH:42][C:41]([NH2:44])=[N:40]1)([CH3:34])([CH3:33])[CH3:32].N1C(C)=CC=CC=1C, predict the reaction product. The product is: [C:31]([O:35][C:36](=[O:45])[CH2:37][CH2:38][N:39]1[CH:43]=[CH:42][C:41]([NH:44][C:8](=[O:9])[C@@H:7]([N:11]2[CH2:19][C:18]3[C:13](=[CH:14][CH:15]=[CH:16][C:17]=3[C:20]([F:22])([F:21])[F:23])[C:12]2=[O:24])[CH2:6][CH:1]2[CH2:2][CH2:3][CH2:4][CH2:5]2)=[N:40]1)([CH3:34])([CH3:32])[CH3:33].